Dataset: Full USPTO retrosynthesis dataset with 1.9M reactions from patents (1976-2016). Task: Predict the reactants needed to synthesize the given product. (1) Given the product [ClH:1].[Cl:1][C:2]1[C:13]2[C:14]3[N:6]([NH:7][CH2:8][C:9]=3[C@H:10]([CH:16]3[CH:21]4[CH2:22][CH2:23][N:18]([CH2:19][CH2:20]4)[CH2:17]3)[C:11](=[O:15])[CH:12]=2)[CH:5]=[CH:4][N:3]=1, predict the reactants needed to synthesize it. The reactants are: [Cl:1][C:2]1[C:13]2[C:14]3[N:6]([NH:7][CH2:8][C:9]=3[C@H:10]([CH:16]3[CH:21]4[CH2:22][CH2:23][N:18]([CH2:19][CH2:20]4)[CH2:17]3)[C:11](=[O:15])[CH:12]=2)[CH:5]=[CH:4][N:3]=1. (2) Given the product [Br:14][C:15]1[CH:16]=[CH:17][C:18]([O:23][CH3:24])=[C:19]([CH:22]=1)[CH2:20][O:21][Si:10]([C:6]([CH3:9])([CH3:8])[CH3:7])([CH3:13])[CH3:12], predict the reactants needed to synthesize it. The reactants are: N1C=CN=C1.[C:6]([Si:10]([CH3:13])([CH3:12])Cl)([CH3:9])([CH3:8])[CH3:7].[Br:14][C:15]1[CH:16]=[CH:17][C:18]([O:23][CH3:24])=[C:19]([CH:22]=1)[CH2:20][OH:21].O. (3) Given the product [F:21][C:17]1[CH:16]=[C:15]2[C:20](=[CH:19][CH:18]=1)[NH:12][CH:13]=[C:14]2[S:22]([C:25]1[CH:30]=[CH:29][C:28]([CH:31]2[CH2:35][CH2:34][N:33]([CH3:36])[CH2:32]2)=[C:27]([CH3:37])[CH:26]=1)(=[O:23])=[O:24], predict the reactants needed to synthesize it. The reactants are: [OH-].[Na+].C1(S([N:12]2[C:20]3[C:15](=[CH:16][C:17]([F:21])=[CH:18][CH:19]=3)[C:14]([S:22]([C:25]3[CH:30]=[CH:29][C:28]([CH:31]4[CH2:35][CH2:34][N:33]([CH3:36])[CH2:32]4)=[C:27]([CH3:37])[CH:26]=3)(=[O:24])=[O:23])=[CH:13]2)(=O)=O)C=CC=CC=1. (4) Given the product [Br:11][CH2:2][C:1]([C:4]1[CH:8]=[C:7]([CH3:9])[O:6][C:5]=1[CH3:10])=[O:3], predict the reactants needed to synthesize it. The reactants are: [C:1]([C:4]1[CH:8]=[C:7]([CH3:9])[O:6][C:5]=1[CH3:10])(=[O:3])[CH3:2].[Br:11]Br.[Cl-].[NH4+]. (5) Given the product [F:30][C:29]([F:32])([F:31])[C:27]([OH:33])=[O:28].[CH3:25][C:9]1([CH3:26])[NH:8][CH2:13][CH2:12][N:11]([C:14]([C:16]2[CH:21]=[CH:20][CH:19]=[C:18]([CH:22]([CH3:23])[CH3:24])[N:17]=2)=[O:15])[CH2:10]1, predict the reactants needed to synthesize it. The reactants are: C(OC([N:8]1[CH2:13][CH2:12][N:11]([C:14]([C:16]2[CH:21]=[CH:20][CH:19]=[C:18]([CH:22]([CH3:24])[CH3:23])[N:17]=2)=[O:15])[CH2:10][C:9]1([CH3:26])[CH3:25])=O)(C)(C)C.[C:27]([OH:33])([C:29]([F:32])([F:31])[F:30])=[O:28]. (6) Given the product [CH:32]1([NH:35][C:26](=[O:28])[C:25]2[CH:29]=[CH:30][C:22]([C:19]3[CH:18]=[CH:17][C:16]([C:13]4([C:10]5[N:6]6[CH2:7][CH2:8][S:9][C:3]([CH2:2][OH:1])([CH3:31])[CH2:4][C:5]6=[N:12][N:11]=5)[CH2:14][CH2:15]4)=[CH:21][CH:20]=3)=[N:23][CH:24]=2)[CH2:34][CH2:33]1, predict the reactants needed to synthesize it. The reactants are: [OH:1][CH2:2][C:3]1([CH3:31])[S:9][CH2:8][CH2:7][N:6]2[C:10]([C:13]3([C:16]4[CH:21]=[CH:20][C:19]([C:22]5[CH:30]=[CH:29][C:25]([C:26]([OH:28])=O)=[CH:24][N:23]=5)=[CH:18][CH:17]=4)[CH2:15][CH2:14]3)=[N:11][N:12]=[C:5]2[CH2:4]1.[CH:32]1([NH2:35])[CH2:34][CH2:33]1.Cl.C(N=C=NCCCN(C)C)C.C(=O)([O-])O.[Na+].